Predict the reaction yield, written as a fraction of the theoretical maximum amount of product (1.0 means a 100% yield; for example, 0.34 means a 34% yield). From a dataset of Reaction yield outcomes from USPTO patents with 853,638 reactions. (1) The reactants are [Cl:1][C:2]1[CH:7]=[C:6]([C:8]2[N:9]=[C:10](O)[C:11]3[C:17]([O:18][CH3:19])=[CH:16][N:15]=[CH:14][C:12]=3[N:13]=2)[CH:5]=[CH:4][N:3]=1.[CH3:21][NH2:22].Cl. No catalyst specified. The product is [Cl:1][C:2]1[CH:7]=[C:6]([C:8]2[N:9]=[C:10]([NH:22][CH3:21])[C:11]3[C:17]([O:18][CH3:19])=[CH:16][N:15]=[CH:14][C:12]=3[N:13]=2)[CH:5]=[CH:4][N:3]=1. The yield is 0.640. (2) The reactants are Br[C:2]1[C:3]([N:22]([CH3:27])[S:23]([CH3:26])(=[O:25])=[O:24])=[CH:4][C:5]2[O:9][C:8]([C:10]3[CH:15]=[CH:14][C:13]([F:16])=[CH:12][CH:11]=3)=[C:7]([C:17]([NH:19][CH3:20])=[O:18])[C:6]=2[CH:21]=1.[O-]P([O-])([O-])=O.[K+].[K+].[K+].CC1(C)C(C)(C)OB([C:44]2[CH:45]=[C:46]([C:50]3[S:51][C:52]4[CH:58]=[CH:57][CH:56]=[CH:55][C:53]=4[N:54]=3)[CH:47]=[CH:48][CH:49]=2)O1. The catalyst is CN(C=O)C.C1C=CC(P(C2C=CC=CC=2)[C-]2C=CC=C2)=CC=1.C1C=CC(P(C2C=CC=CC=2)[C-]2C=CC=C2)=CC=1.Cl[Pd]Cl.[Fe+2]. The product is [S:51]1[C:52]2[CH:58]=[CH:57][CH:56]=[CH:55][C:53]=2[N:54]=[C:50]1[C:46]1[CH:45]=[C:44]([C:2]2[C:3]([N:22]([CH3:27])[S:23]([CH3:26])(=[O:24])=[O:25])=[CH:4][C:5]3[O:9][C:8]([C:10]4[CH:11]=[CH:12][C:13]([F:16])=[CH:14][CH:15]=4)=[C:7]([C:17]([NH:19][CH3:20])=[O:18])[C:6]=3[CH:21]=2)[CH:49]=[CH:48][CH:47]=1. The yield is 0.310.